Dataset: Reaction yield outcomes from USPTO patents with 853,638 reactions. Task: Predict the reaction yield, written as a fraction of the theoretical maximum amount of product (1.0 means a 100% yield; for example, 0.34 means a 34% yield). (1) The product is [O:21]=[C:19]([N:29]1[CH2:30][CH2:31][CH2:32][CH2:33][C@@H:28]1[CH:26]=[CH2:27])[C@@H:18]([NH:17][C:15](=[O:16])[O:14][C:10]([CH3:11])([CH3:12])[CH3:13])[CH2:22][CH:23]=[CH2:24]. The yield is 0.698. The reactants are CCN(C(C)C)C(C)C.[C:10]([O:14][C:15]([NH:17][C@@H:18]([CH2:22][CH:23]=[CH2:24])[C:19]([OH:21])=O)=[O:16])([CH3:13])([CH3:12])[CH3:11].Cl.[CH:26]([C@H:28]1[CH2:33][CH2:32][CH2:31][CH2:30][NH:29]1)=[CH2:27].C(Cl)CCl.C1C=CC2N(O)N=NC=2C=1. The catalyst is C(Cl)Cl. (2) The reactants are [CH3:1][C:2]1[C:10]2[C:9]([OH:11])=[N:8][CH:7]=[N:6][C:5]=2[S:4][CH:3]=1.[Cl:12]Cl. The catalyst is C(O)(=O)C. The product is [Cl:12][C:3]1[S:4][C:5]2[N:6]=[CH:7][N:8]=[C:9]([OH:11])[C:10]=2[C:2]=1[CH3:1]. The yield is 0.820. (3) The reactants are [OH:1][C@@H:2]([CH2:24][OH:25])[CH2:3][C:4]1[CH:5]=[C:6]([F:23])[C:7]([N:10]2[CH2:15][CH2:14][N:13](C(OC(C)(C)C)=O)[CH2:12][CH2:11]2)=[N:8][CH:9]=1.Cl.C(OCC)C. The catalyst is ClCCl.O1CCOCC1. The product is [F:23][C:6]1[CH:5]=[C:4]([CH2:3][C@@H:2]([OH:1])[CH2:24][OH:25])[CH:9]=[N:8][C:7]=1[N:10]1[CH2:11][CH2:12][NH:13][CH2:14][CH2:15]1. The yield is 1.00. (4) The reactants are [OH:1][C:2]1[C:10]2[N:9]=[C:8]([C:11]3[CH:16]=[CH:15][CH:14]=[CH:13][CH:12]=3)[NH:7][C:6]=2[C:5]([C:17]([OH:19])=O)=[CH:4][CH:3]=1.[NH2:20][C@H:21]1[CH2:26][CH2:25][CH2:24][N:23](C(OC(C)(C)C)=O)[CH2:22]1. No catalyst specified. The product is [OH:1][C:2]1[C:10]2[N:9]=[C:8]([C:11]3[CH:12]=[CH:13][CH:14]=[CH:15][CH:16]=3)[NH:7][C:6]=2[C:5]([C:17]([NH:20][C@H:21]2[CH2:26][CH2:25][CH2:24][NH:23][CH2:22]2)=[O:19])=[CH:4][CH:3]=1. The yield is 0.120. (5) The reactants are [F:1][C:2]1[CH:3]=[C:4]2[C:17](=[CH:18][C:19]=1[F:20])[C:16]1[C:7](=[C:8]3[C:13](=[CH:14][CH:15]=1)[CH:12]=[C:11]([OH:21])[CH:10]=[CH:9]3)[C:6](OC)([C:22]1[CH:27]=[CH:26][C:25]([O:28][CH2:29][CH2:30][N:31]3[CH2:36][CH2:35][CH2:34][CH2:33][CH2:32]3)=[CH:24][CH:23]=1)[O:5]2.C(N(CC)CC)C.FC(F)(F)C(O)=O.C(=O)(O)[O-].[Na+]. The catalyst is C(Cl)Cl. The product is [F:1][C:2]1[CH:3]=[C:4]2[C:17](=[CH:18][C:19]=1[F:20])[C:16]1[C:7](=[C:8]3[C:13](=[CH:14][CH:15]=1)[CH:12]=[C:11]([OH:21])[CH:10]=[CH:9]3)[CH:6]([C:22]1[CH:23]=[CH:24][C:25]([O:28][CH2:29][CH2:30][N:31]3[CH2:32][CH2:33][CH2:34][CH2:35][CH2:36]3)=[CH:26][CH:27]=1)[O:5]2. The yield is 0.180.